This data is from Catalyst prediction with 721,799 reactions and 888 catalyst types from USPTO. The task is: Predict which catalyst facilitates the given reaction. (1) Reactant: [CH2:1]([O:8][C:9](=[O:19])[CH2:10][C:11]1([C:16]([OH:18])=O)[CH2:15][CH2:14][CH2:13][CH2:12]1)[C:2]1[CH:7]=[CH:6][CH:5]=[CH:4][CH:3]=1.[CH3:20]CN=C=NCCCN(C)C.Cl.C1C=NC2N(O)N=NC=2C=1.C(N(CC)CC)C.C[C:50]1[CH:51]=[C:52]([C:64]2[CH:69]=[CH:68][CH:67]=[CH:66][CH:65]=2)[CH:53]=[CH:54][C:55]=1[CH2:56][C@@H:57]([C:59]1[NH:63][N:62]=[N:61][N:60]=1)[NH2:58]. Product: [CH3:20][C:68]1[CH:69]=[C:64]([C:52]2[CH:51]=[CH:50][C:55]([CH2:56][C@H:57]([NH:58][C:16]([C:11]3([CH2:10][C:9]([O:8][CH2:1][C:2]4[CH:3]=[CH:4][CH:5]=[CH:6][CH:7]=4)=[O:19])[CH2:12][CH2:13][CH2:14][CH2:15]3)=[O:18])[C:59]3[NH:63][N:62]=[N:61][N:60]=3)=[CH:54][CH:53]=2)[CH:65]=[CH:66][CH:67]=1. The catalyst class is: 31. (2) Reactant: [Br:1][C:2]1[CH:3]=[CH:4][C:5]([OH:19])=[C:6]([CH:18]=1)[CH2:7][CH:8]1[CH2:11][N:10]([C:12](=[O:17])[C:13]([F:16])([F:15])[F:14])[CH2:9]1.C([O-])([O-])=O.[Cs+].[Cs+].Br[CH2:27][C:28]1[O:29][C:30]([C:33]([F:36])([F:35])[F:34])=[CH:31][CH:32]=1.C(=O)(O)[O-].[Na+]. Product: [Br:1][C:2]1[CH:3]=[CH:4][C:5]([O:19][CH2:27][C:28]2[O:29][C:30]([C:33]([F:36])([F:35])[F:34])=[CH:31][CH:32]=2)=[C:6]([CH:18]=1)[CH2:7][CH:8]1[CH2:11][N:10]([C:12](=[O:17])[C:13]([F:15])([F:16])[F:14])[CH2:9]1. The catalyst class is: 31. (3) Reactant: [C:1]([N:4]1[C:13]2[C:8](=[CH:9][C:10]([C:14]3[CH:15]=[N:16][N:17]([CH2:19][CH2:20][O:21][CH3:22])[CH:18]=3)=[CH:11][CH:12]=2)[C@H:7]([NH:23]C(=O)OCC2C=CC=CC=2)[C@@H:6]([CH3:34])[C@@H:5]1[CH:35]1[CH2:37][CH2:36]1)(=[O:3])[CH3:2].C(N1C2C(=CC(C3C=NN(CCOC)C=3)=CC=2)[C@H](NC(=O)OCC2C=CC=CC=2)[C@@H](C)[C@H]1C1CC1)(=O)C. Product: [NH2:23][C@H:7]1[C:8]2[C:13](=[CH:12][CH:11]=[C:10]([C:14]3[CH:15]=[N:16][N:17]([CH2:19][CH2:20][O:21][CH3:22])[CH:18]=3)[CH:9]=2)[N:4]([C:1](=[O:3])[CH3:2])[C@@H:5]([CH:35]2[CH2:37][CH2:36]2)[C@@H:6]1[CH3:34]. The catalyst class is: 29. (4) The catalyst class is: 28. Product: [CH3:6][C:7]1[N:8]=[C:9]([C:15](=[O:17])[CH3:16])[S:10][CH:11]=1. Reactant: C([Li])CCC.[CH3:6][C:7]1[N:8]=[CH:9][S:10][CH:11]=1.CON(C)[C:15](=[O:17])[CH3:16]. (5) Reactant: [CH3:1][O:2][C:3]1[CH:8]=[CH:7][C:6]([S:9]([N:12]2[C:20]3[C:15](=[CH:16][CH:17]=[CH:18][CH:19]=3)[C:14]([C:21](=[O:23])[CH3:22])=[CH:13]2)(=[O:11])=[O:10])=[CH:5][C:4]=1[N:24]1[CH2:29][CH2:28][NH:27][CH2:26][CH2:25]1.[C:30]([BH3-])#N.[Na+].C=O. Product: [CH3:1][O:2][C:3]1[CH:8]=[CH:7][C:6]([S:9]([N:12]2[C:20]3[C:15](=[CH:16][CH:17]=[CH:18][CH:19]=3)[C:14]([C:21](=[O:23])[CH3:22])=[CH:13]2)(=[O:10])=[O:11])=[CH:5][C:4]=1[N:24]1[CH2:25][CH2:26][N:27]([CH3:30])[CH2:28][CH2:29]1. The catalyst class is: 5. (6) Reactant: [CH2:1]([N:8]([CH2:13][C@@H:14]([C:26]1[CH:31]=[CH:30][C:29]([Cl:32])=[C:28]([Cl:33])[CH:27]=1)[C@H:15]([OH:25])[CH2:16][O:17][Si:18]([C:21]([CH3:24])([CH3:23])[CH3:22])([CH3:20])[CH3:19])[C:9](=[O:12])[CH2:10]Cl)[C:2]1[CH:7]=[CH:6][CH:5]=[CH:4][CH:3]=1.CC(C)([O-])C.[Na+].O. Product: [CH2:1]([N:8]1[CH2:13][CH:14]([C:26]2[CH:31]=[CH:30][C:29]([Cl:32])=[C:28]([Cl:33])[CH:27]=2)[CH:15]([CH2:16][O:17][Si:18]([C:21]([CH3:24])([CH3:22])[CH3:23])([CH3:19])[CH3:20])[O:25][CH2:10][C:9]1=[O:12])[C:2]1[CH:3]=[CH:4][CH:5]=[CH:6][CH:7]=1. The catalyst class is: 1. (7) Reactant: C[O:2][C:3]([C@H:5]1[CH2:10][CH2:9][C@H:8]([O:11][C:12]2[CH:21]=[CH:20][C:19]3[C:14](=[CH:15][CH:16]=[CH:17][CH:18]=3)[CH:13]=2)[CH2:7][CH2:6]1)=O.O.[NH2:23][NH2:24]. Product: [CH:13]1[C:14]2[C:19](=[CH:18][CH:17]=[CH:16][CH:15]=2)[CH:20]=[CH:21][C:12]=1[O:11][C@H:8]1[CH2:9][CH2:10][C@H:5]([C:3]([NH:23][NH2:24])=[O:2])[CH2:6][CH2:7]1. The catalyst class is: 5.